From a dataset of Forward reaction prediction with 1.9M reactions from USPTO patents (1976-2016). Predict the product of the given reaction. (1) Given the reactants C(OC(=O)[N:7]([C:17]1[C:18]([C:24]([C:26]2[C:27]3[CH:34]=[CH:33][N:32]([Si](C(C)(C)C)(C)C)[C:28]=3[N:29]=[CH:30][CH:31]=2)=[O:25])=[N:19][CH:20]=[C:21]([Cl:23])[CH:22]=1)CC1C=CC(OC)=CC=1)(C)(C)C, predict the reaction product. The product is: [NH2:7][C:17]1[C:18]([C:24]([C:26]2[CH:31]=[CH:30][N:29]=[C:28]3[NH:32][CH:33]=[CH:34][C:27]=23)=[O:25])=[N:19][CH:20]=[C:21]([Cl:23])[CH:22]=1. (2) The product is: [F:15][C:14]([F:17])([F:16])[C:12]1[CH:11]=[C:10]([C:18]2[CH:23]=[CH:22][C:21]([C:24]([F:27])([F:26])[F:25])=[CH:20][CH:19]=2)[N:9]=[C:8]([C:4]2[CH:3]=[C:2]([C:36]3[CH:42]=[CH:41][C:39]([NH2:40])=[CH:38][CH:37]=3)[CH:7]=[CH:6][CH:5]=2)[N:13]=1. Given the reactants Br[C:2]1[CH:3]=[C:4]([C:8]2[N:13]=[C:12]([C:14]([F:17])([F:16])[F:15])[CH:11]=[C:10]([C:18]3[CH:23]=[CH:22][C:21]([C:24]([F:27])([F:26])[F:25])=[CH:20][CH:19]=3)[N:9]=2)[CH:5]=[CH:6][CH:7]=1.CC1(C)C(C)(C)OB([C:36]2[CH:42]=[CH:41][C:39]([NH2:40])=[CH:38][CH:37]=2)O1, predict the reaction product.